Dataset: Full USPTO retrosynthesis dataset with 1.9M reactions from patents (1976-2016). Task: Predict the reactants needed to synthesize the given product. (1) Given the product [C:25]([C:29]1[CH:30]=[CH:31][C:32]2[N:33]([C:2]3[CH:3]=[CH:4][C:5]4[N:6]([S:15]([C:18]5[CH:24]=[CH:23][C:21]([CH3:22])=[CH:20][CH:19]=5)(=[O:17])=[O:16])[C:7]5[C:12]([C:13]=4[CH:14]=3)=[CH:11][CH:10]=[CH:9][CH:8]=5)[C:34]3[C:39]([C:40]=2[CH:41]=1)=[CH:38][C:37]([C:42]([CH3:45])([CH3:44])[CH3:43])=[CH:36][CH:35]=3)([CH3:28])([CH3:27])[CH3:26], predict the reactants needed to synthesize it. The reactants are: Br[C:2]1[CH:3]=[CH:4][C:5]2[N:6]([S:15]([C:18]3[CH:24]=[CH:23][C:21]([CH3:22])=[CH:20][CH:19]=3)(=[O:17])=[O:16])[C:7]3[C:12]([C:13]=2[CH:14]=1)=[CH:11][CH:10]=[CH:9][CH:8]=3.[C:25]([C:29]1[CH:30]=[CH:31][C:32]2[NH:33][C:34]3[C:39]([C:40]=2[CH:41]=1)=[CH:38][C:37]([C:42]([CH3:45])([CH3:44])[CH3:43])=[CH:36][CH:35]=3)([CH3:28])([CH3:27])[CH3:26].C(C1C=CC=CC=1)CCCCCCCCCCC. (2) The reactants are: [Si]([O:8][C:9]([C:18]1[CH:49]=[CH:48][C:21]([CH2:22][N:23]2[CH2:28][CH2:27][N:26]([C:29]([C:31]3[CH:36]=[CH:35][C:34]([NH:37][C:38]([NH:40][C:41]4[CH:46]=[CH:45][N:44]=[CH:43][N:42]=4)=[O:39])=[C:33]([F:47])[CH:32]=3)=[O:30])[CH2:25][CH2:24]2)=[CH:20][CH:19]=1)([C:14]([F:17])([F:16])[F:15])[C:10]([F:13])([F:12])[F:11])(C(C)(C)C)(C)C.[F-].[K+]. Given the product [F:47][C:33]1[CH:32]=[C:31]([C:29]([N:26]2[CH2:27][CH2:28][N:23]([CH2:22][C:21]3[CH:20]=[CH:19][C:18]([C:9]([OH:8])([C:10]([F:13])([F:11])[F:12])[C:14]([F:15])([F:17])[F:16])=[CH:49][CH:48]=3)[CH2:24][CH2:25]2)=[O:30])[CH:36]=[CH:35][C:34]=1[NH:37][C:38]([NH:40][C:41]1[CH:46]=[CH:45][N:44]=[CH:43][N:42]=1)=[O:39], predict the reactants needed to synthesize it. (3) Given the product [CH2:31]([O:33][C:34]1[CH:35]=[C:36]([CH:39]=[CH:40][C:41]=1[F:42])[CH2:37][N:20]1[CH2:21][CH2:22][CH:17]([N:13]2[C:12]3[CH:23]=[CH:24][C:9]([C:7]([OH:8])=[O:6])=[CH:10][C:11]=3[N:15]=[C:14]2[CH3:16])[CH2:18][CH2:19]1)[CH3:32], predict the reactants needed to synthesize it. The reactants are: Cl.Cl.C([O:6][C:7]([C:9]1[CH:24]=[CH:23][C:12]2[N:13]([CH:17]3[CH2:22][CH2:21][NH:20][CH2:19][CH2:18]3)[C:14]([CH3:16])=[N:15][C:11]=2[CH:10]=1)=[O:8])C=C.[OH-].[Na+].C(O)(=O)C.[CH2:31]([O:33][C:34]1[CH:35]=[C:36]([CH:39]=[CH:40][C:41]=1[F:42])[CH:37]=O)[CH3:32].C([BH3-])#N.[Na+]. (4) Given the product [CH2:29]([O:28][C:26](=[O:27])[CH:25]([C:9]1[CH:8]=[CH:7][C:6]([N+:12]([O-:14])=[O:13])=[C:5]([C:4]([O:3][CH2:1][CH3:2])=[O:15])[CH:10]=1)[C:24]([O:23][CH2:16][C:17]1[CH:22]=[CH:21][CH:20]=[CH:19][CH:18]=1)=[O:36])[C:30]1[CH:31]=[CH:32][CH:33]=[CH:34][CH:35]=1, predict the reactants needed to synthesize it. The reactants are: [CH2:1]([O:3][C:4](=[O:15])[C:5]1[CH:10]=[C:9](Cl)[CH:8]=[CH:7][C:6]=1[N+:12]([O-:14])=[O:13])[CH3:2].[CH2:16]([O:23][C:24](=[O:36])[CH2:25][C:26]([O:28][CH2:29][C:30]1[CH:35]=[CH:34][CH:33]=[CH:32][CH:31]=1)=[O:27])[C:17]1[CH:22]=[CH:21][CH:20]=[CH:19][CH:18]=1. (5) The reactants are: [CH3:1][S:2][C:3]1[S:7][C:6]([C:8]([O:10][CH2:11][CH3:12])=[O:9])=[C:5]2[CH2:13][CH2:14][CH2:15][C:16](=[O:17])[C:4]=12.[Br:18]Br. Given the product [Br:18][CH:15]1[CH2:14][CH2:13][C:5]2=[C:6]([C:8]([O:10][CH2:11][CH3:12])=[O:9])[S:7][C:3]([S:2][CH3:1])=[C:4]2[C:16]1=[O:17], predict the reactants needed to synthesize it. (6) Given the product [OH:16][CH2:15][CH2:14][CH2:13][CH:12]1[C:11]2[C:6](=[CH:7][CH:8]=[CH:9][CH:10]=2)[NH:5][C:4]1=[O:3], predict the reactants needed to synthesize it. The reactants are: [Al].[Li].[O:3]=[C:4]1[CH:12]([CH2:13][CH2:14][C:15](OC)=[O:16])[C:11]2[C:6](=[CH:7][CH:8]=[CH:9][CH:10]=2)[NH:5]1.